From a dataset of NCI-60 drug combinations with 297,098 pairs across 59 cell lines. Regression. Given two drug SMILES strings and cell line genomic features, predict the synergy score measuring deviation from expected non-interaction effect. (1) Drug 1: C1CC(=O)NC(=O)C1N2CC3=C(C2=O)C=CC=C3N. Cell line: SK-MEL-28. Synergy scores: CSS=3.33, Synergy_ZIP=-1.83, Synergy_Bliss=-2.40, Synergy_Loewe=-5.13, Synergy_HSA=-2.40. Drug 2: C1CCC(C(C1)N)N.C(=O)(C(=O)[O-])[O-].[Pt+4]. (2) Drug 1: CC1=C2C(C(=O)C3(C(CC4C(C3C(C(C2(C)C)(CC1OC(=O)C(C(C5=CC=CC=C5)NC(=O)C6=CC=CC=C6)O)O)OC(=O)C7=CC=CC=C7)(CO4)OC(=O)C)O)C)OC(=O)C. Drug 2: C1=NNC2=C1C(=O)NC=N2. Cell line: NCI-H322M. Synergy scores: CSS=40.9, Synergy_ZIP=-1.79, Synergy_Bliss=-4.15, Synergy_Loewe=-58.1, Synergy_HSA=-4.11. (3) Drug 1: C1=NC2=C(N1)C(=S)N=CN2. Drug 2: CCC1(C2=C(COC1=O)C(=O)N3CC4=CC5=C(C=CC(=C5CN(C)C)O)N=C4C3=C2)O.Cl. Cell line: HOP-92. Synergy scores: CSS=27.2, Synergy_ZIP=-13.5, Synergy_Bliss=-8.39, Synergy_Loewe=-6.59, Synergy_HSA=-3.84. (4) Drug 1: C1=NC2=C(N1)C(=S)N=C(N2)N. Drug 2: CC1=C2C(C(=O)C3(C(CC4C(C3C(C(C2(C)C)(CC1OC(=O)C(C(C5=CC=CC=C5)NC(=O)OC(C)(C)C)O)O)OC(=O)C6=CC=CC=C6)(CO4)OC(=O)C)O)C)O. Cell line: HS 578T. Synergy scores: CSS=27.1, Synergy_ZIP=-12.0, Synergy_Bliss=-12.3, Synergy_Loewe=-28.0, Synergy_HSA=-11.1. (5) Drug 1: C1=NC2=C(N=C(N=C2N1C3C(C(C(O3)CO)O)O)F)N. Drug 2: CCCCCOC(=O)NC1=NC(=O)N(C=C1F)C2C(C(C(O2)C)O)O. Cell line: SK-OV-3. Synergy scores: CSS=17.8, Synergy_ZIP=-4.72, Synergy_Bliss=-0.0889, Synergy_Loewe=-4.09, Synergy_HSA=-0.730.